This data is from Reaction yield outcomes from USPTO patents with 853,638 reactions. The task is: Predict the reaction yield, written as a fraction of the theoretical maximum amount of product (1.0 means a 100% yield; for example, 0.34 means a 34% yield). (1) The reactants are Cl.[NH2:2][OH:3].[Cl:4][C:5]1[CH:6]=[C:7]([NH:11][C:12]2[N:17]=[C:16]([C:18]3[CH:23]=[CH:22][N:21]=[C:20]([C:24](=O)[CH3:25])[CH:19]=3)[CH:15]=[CH:14][N:13]=2)[CH:8]=[CH:9][CH:10]=1.ClC1C=C(NC2N=C(C3C=CN=C(C#N)C=3)C=CN=2)C=CC=1. The catalyst is N1C=CC=CC=1. The product is [Cl:4][C:5]1[CH:6]=[C:7]([NH:11][C:12]2[N:17]=[C:16]([C:18]3[CH:23]=[CH:22][N:21]=[C:20]([C:24](=[N:2][OH:3])[CH3:25])[CH:19]=3)[CH:15]=[CH:14][N:13]=2)[CH:8]=[CH:9][CH:10]=1. The yield is 0.753. (2) The reactants are C(O[C:4](=[O:20])[CH:5]([O:11][C:12]1[CH:17]=[CH:16][CH:15]=[CH:14][C:13]=1[O:18][CH3:19])[C:6]([O:8]CC)=O)C.C1(S(O)(=O)=O)C=CC=CC=1.[C:31]([C:34]1[N:39]=[CH:38][CH:37]=[CH:36][N:35]=1)(=[NH:33])[NH2:32].[Na].Cl. The catalyst is C(O)C. The product is [CH3:19][O:18][C:13]1[CH:14]=[CH:15][CH:16]=[CH:17][C:12]=1[O:11][CH:5]1[C:4](=[O:20])[NH:33][C:31]([C:34]2[N:39]=[CH:38][CH:37]=[CH:36][N:35]=2)=[N:32][C:6]1=[O:8]. The yield is 0.250. (3) The reactants are [Cl-].O[NH3+:3].[C:4](=[O:7])([O-])[OH:5].[Na+].CS(C)=O.[Si]([O:20][CH2:21][C:22]([CH3:58])([CH3:57])[O:23][C:24]1[CH:29]=[CH:28][C:27]([C:30]2[C:35](=[O:36])[N:34]([CH2:37][C:38]3[CH:43]=[CH:42][C:41]([C:44]4[C:45]([C:50]#[N:51])=[CH:46][CH:47]=[CH:48][CH:49]=4)=[CH:40][CH:39]=3)[C:33]([CH2:52][CH2:53][CH3:54])=[N:32][C:31]=2[CH2:55][CH3:56])=[CH:26][CH:25]=1)(C(C)(C)C)(C)C. The catalyst is C(OCC)(=O)C. The product is [CH2:55]([C:31]1[N:32]=[C:33]([CH2:52][CH2:53][CH3:54])[N:34]([CH2:37][C:38]2[CH:39]=[CH:40][C:41]([C:44]3[CH:49]=[CH:48][CH:47]=[CH:46][C:45]=3[C:50]3[NH:3][C:4](=[O:7])[O:5][N:51]=3)=[CH:42][CH:43]=2)[C:35](=[O:36])[C:30]=1[C:27]1[CH:28]=[CH:29][C:24]([O:23][C:22]([CH3:58])([CH3:57])[CH2:21][OH:20])=[CH:25][CH:26]=1)[CH3:56]. The yield is 0.750. (4) The reactants are NC(NC)NC(=O)CC1C(Cl)=CC=CC=1Cl.[C:17]([C:19]1[CH:24]=[CH:23][C:22]([NH:25][C:26]2[N:31]=[C:30]([CH2:32][C:33]3[C:38]([Cl:39])=[CH:37][CH:36]=[CH:35][C:34]=3[Cl:40])[N:29]=[C:28]([NH:41][C:42](NC(C)C)=O)[N:27]=2)=[CH:21][CH:20]=1)#[N:18]. The catalyst is CN(C=O)C. The product is [Cl:39][C:38]1[CH:37]=[CH:36][CH:35]=[C:34]([Cl:40])[C:33]=1[CH2:32][C:30]1[N:29]=[C:28]([NH:41][CH3:42])[N:27]=[C:26]([NH:25][C:22]2[CH:21]=[CH:20][C:19]([C:17]#[N:18])=[CH:24][CH:23]=2)[N:31]=1. The yield is 0.126. (5) The reactants are [C:1]1([CH2:7][C:8]([OH:10])=[O:9])[CH:6]=[CH:5][CH:4]=[CH:3][CH:2]=1.[C:11]([O:15][C:16]([N:18]1[CH2:23][CH2:22][CH:21]([CH2:24][CH2:25]O)[CH2:20][CH2:19]1)=[O:17])([CH3:14])([CH3:13])[CH3:12].C1CCC(N=C=NC2CCCCC2)CC1. The catalyst is C(Cl)Cl.CN(C1C=CN=CC=1)C. The product is [C:11]([O:15][C:16]([N:18]1[CH2:23][CH2:22][CH:21]([CH2:24][CH2:25][O:9][C:8](=[O:10])[CH2:7][C:1]2[CH:6]=[CH:5][CH:4]=[CH:3][CH:2]=2)[CH2:20][CH2:19]1)=[O:17])([CH3:14])([CH3:13])[CH3:12]. The yield is 0.970. (6) The reactants are [NH2:1][C:2]1[C:7](=[O:8])[C:6]([O:9][CH3:10])=[CH:5][N:4]([C:11]2[CH:16]=[CH:15][CH:14]=[C:13]([C:17]([F:20])([F:19])[F:18])[CH:12]=2)[N:3]=1.[CH:21]([CH:23]=O)=O.[CH:25](=O)[C:26]1[CH:31]=[CH:30][CH:29]=[CH:28][CH:27]=1.[NH4+:33].[Cl-].OP(O)(O)=O. The catalyst is CO.O.C([O-])(O)=O.[Na+]. The product is [CH3:10][O:9][C:6]1[C:7](=[O:8])[C:2]([N:1]2[CH:23]=[CH:21][N:33]=[C:25]2[C:26]2[CH:31]=[CH:30][CH:29]=[CH:28][CH:27]=2)=[N:3][N:4]([C:11]2[CH:16]=[CH:15][CH:14]=[C:13]([C:17]([F:18])([F:20])[F:19])[CH:12]=2)[CH:5]=1. The yield is 0.290. (7) The reactants are [OH:1]S(O)(=O)=O.[C:6]([C@:8]([NH:19][C@H:20]([C:24]1[CH:29]=[CH:28][CH:27]=[CH:26][CH:25]=1)[C:21]([NH2:23])=[O:22])([CH3:18])[CH2:9][C:10]1[CH:15]=[CH:14][C:13]([O:16][CH3:17])=[CH:12][CH:11]=1)#[N:7]. The catalyst is C(Cl)Cl. The product is [C:21]([C@H:20]([NH:19][C@@:8]([CH3:18])([CH2:9][C:10]1[CH:11]=[CH:12][C:13]([O:16][CH3:17])=[CH:14][CH:15]=1)[C:6]([NH2:7])=[O:1])[C:24]1[CH:29]=[CH:28][CH:27]=[CH:26][CH:25]=1)(=[O:22])[NH2:23]. The yield is 0.900. (8) The reactants are [F:1][C:2]1[CH:3]=[CH:4][C:5]([CH:8]=O)=[N:6][CH:7]=1.Cl.[NH2:11][OH:12].[OH-].[Na+].Cl. The catalyst is C(O)C.O. The product is [F:1][C:2]1[CH:3]=[CH:4][C:5]([CH:8]=[N:11][OH:12])=[N:6][CH:7]=1. The yield is 0.790. (9) The reactants are [Br:1][C:2]1[CH:6]=[N:5][N:4]([CH3:7])[C:3]=1[C:8]1[CH:19]=[C:18]([N+:20]([O-])=O)[CH:17]=[CH:16][C:9]=1[O:10][CH2:11][CH2:12][N:13]([CH3:15])[CH3:14].O.O.Cl[Sn]Cl. The catalyst is CCO. The product is [Br:1][C:2]1[CH:6]=[N:5][N:4]([CH3:7])[C:3]=1[C:8]1[CH:19]=[C:18]([NH2:20])[CH:17]=[CH:16][C:9]=1[O:10][CH2:11][CH2:12][N:13]([CH3:14])[CH3:15]. The yield is 0.560. (10) The reactants are [C:1]1([O:7][CH3:8])[CH:6]=[CH:5][CH:4]=[CH:3][CH:2]=1.C(=O)([O-])O.[Na+].[C:14](O)(=[O:16])[CH3:15]. No catalyst specified. The product is [CH3:8][O:7][C:1]1[CH:6]=[CH:5][C:4]([C:14](=[O:16])[CH3:15])=[CH:3][CH:2]=1. The yield is 0.780.